From a dataset of Reaction yield outcomes from USPTO patents with 853,638 reactions. Predict the reaction yield, written as a fraction of the theoretical maximum amount of product (1.0 means a 100% yield; for example, 0.34 means a 34% yield). The reactants are [Cl:1][C:2]1[C:7]([OH:8])=[C:6](I)[CH:5]=[C:4]([CH2:10][OH:11])[N:3]=1.[CH3:12][Si:13]([C:16]#[CH:17])([CH3:15])[CH3:14]. The catalyst is C(Cl)(Cl)Cl.[Pd](Cl)Cl.C1(P(C2C=CC=CC=2)C2C=CC=CC=2)C=CC=CC=1.C1(P(C2C=CC=CC=2)C2C=CC=CC=2)C=CC=CC=1. The product is [Cl:1][C:2]1[C:7]([OH:8])=[C:6]([C:17]#[C:16][Si:13]([CH3:15])([CH3:14])[CH3:12])[CH:5]=[C:4]([CH2:10][OH:11])[N:3]=1. The yield is 0.920.